This data is from Retrosynthesis with 50K atom-mapped reactions and 10 reaction types from USPTO. The task is: Predict the reactants needed to synthesize the given product. (1) Given the product CS(=O)(=O)Nc1cc(C(F)(F)F)ccc1-c1cc(Oc2ccc3cccnc3c2)ncn1, predict the reactants needed to synthesize it. The reactants are: CS(=O)(=O)Cl.Nc1cc(C(F)(F)F)ccc1-c1cc(Oc2ccc3cccnc3c2)ncn1. (2) Given the product [O-][n+]1cc(F)c2nn(-c3c(Cl)cc(F)cc3Cl)cc2c1, predict the reactants needed to synthesize it. The reactants are: Fc1cc(Cl)c(-n2cc3cncc(F)c3n2)c(Cl)c1.O=C(OO)c1cccc(Cl)c1. (3) Given the product CN1CCC(Nc2cccc(Sc3ccc(C=CC(=O)N4CCC(C(=O)O)CC4)c(C(F)(F)F)c3C(F)(F)F)c2)CC1, predict the reactants needed to synthesize it. The reactants are: CCOC(=O)C1CCN(C(=O)C=Cc2ccc(Sc3cccc(NC4CCN(C)CC4)c3)c(C(F)(F)F)c2C(F)(F)F)CC1. (4) Given the product Cc1onc(-c2ccccc2)c1COc1ccc(C(=O)NC2CCC2)cn1, predict the reactants needed to synthesize it. The reactants are: Cc1onc(-c2ccccc2)c1COc1ccc(C(=O)O)cn1.NC1CCC1. (5) The reactants are: CC(C)(C)OC(=O)N1CC(O)C(c2ccc(NC(=O)c3ccc(Cl)cc3)cc2)C1. Given the product O=C(Nc1ccc(C2CNCC2O)cc1)c1ccc(Cl)cc1, predict the reactants needed to synthesize it. (6) Given the product Fc1cc(Br)ccc1Nc1ncccn1, predict the reactants needed to synthesize it. The reactants are: Clc1ncccn1.Nc1ccc(Br)cc1F. (7) Given the product COc1ccc(C#CC(C)C)c(N)c1, predict the reactants needed to synthesize it. The reactants are: COc1ccc(C#CC(C)C)c([N+](=O)[O-])c1.